Task: Binary Classification. Given a miRNA mature sequence and a target amino acid sequence, predict their likelihood of interaction.. Dataset: Experimentally validated miRNA-target interactions with 360,000+ pairs, plus equal number of negative samples (1) The miRNA is mmu-miR-6420 with sequence ACUAAUCCUAUAAAAUCAAAC. The protein sequence of the target gene is MNQHYGRHGRGRGRDFAACAPPKKKGRNHIPERWKDYLPVGQRMPGTRFIAFKVPLQKKFEAKLMPEECFSPLDLFNKIQEQNEELGLIIDLTYTQRYYKVEDLPETISYIKIFTVGHQIPDNDTIFQFKCAVKEFLKKNKNNDKLIGVHCTHGLNRTGYLICRYLIDVEGMRPDDAIELFNSCRGHCIERQNYIENLQKRHVRKNRNVSAPRTDGLEDSADPTEQVYTNNKPVKKKPRKNRRGGHLAPSQHFQHQTQSSPYSLRKWSQNQSVYQRGLVPPPGPAGEDYSQRRFFWSARP.... Result: 0 (no interaction). (2) The miRNA is hsa-miR-210-3p with sequence CUGUGCGUGUGACAGCGGCUGA. The protein sequence of the target gene is MYALFLLASLLGAALAGPVLGLKECTRGSAVWCQNVKTASDCGAVKHCLQTVWNKPTVKSLPCDICKDVVTAAGDMLKDNATEEEILVYLEKTCDWLPKPNMSASCKEIVDSYLPVILDIIKGEMSRPGEVCSALNLCESLQKHLAELNHQKQLESNKIPELDMTEVVAPFMANIPLLLYPQDGPRSKPQPKDNGDVCQDCIQMVTDIQTAVRTNSTFVQALVEHVKEECDRLGPGMADICKNYISQYSEIAIQMMMHMQPKEICALVGFCDEVKEMPMQTLVPAKVASKNVIPALELVE.... Result: 1 (interaction). (3) The miRNA is hsa-miR-204-5p with sequence UUCCCUUUGUCAUCCUAUGCCU. The protein sequence of the target gene is MGSASPGLSSVSPSHLLLPPDTVSRTGLEKAAAGAVGLERRDWSPSPPATPEQGLSAFYLSYFDMLYPEDSSWAAKAPGASSREEPPEEPEQCPVIDSQAPAGSLDLVPGGLTLEEHSLEQVQSMVVGEVLKDIETACKLLNITADPMDWSPSNVQKWLLWTEHQYRLPPMGKAFQELAGKELCAMSEEQFRQRSPLGGDVLHAHLDIWKSAAWMKERTSPGAIHYCASTSEESWTDSEVDSSCSGQPIHLWQFLKELLLKPHSYGRFIRWLNKEKGIFKIEDSAQVARLWGIRKNRPAM.... Result: 1 (interaction). (4) The miRNA is hsa-miR-1233-5p with sequence AGUGGGAGGCCAGGGCACGGCA. The protein sequence of the target gene is MDAAGESEEPVSGEALSIAHALSHPPESYGNDPDIEMAWAIRAMQHAEVYYKLISSVDPQFLKLTKVDDQIYSEFREIFETLRVDVLDPEELKSESAKEKWRPFCLKFEGIVEDYNYGTLLRLDCSQGYTEENTIFAPRIQFFAIEIARNREGYNKAVSVSIQDKEGEEGAGNKEEAAEKGADSGGEKEEGANREGEK. Result: 0 (no interaction). (5) The miRNA is hsa-miR-6760-5p with sequence CAGGGAGAAGGUGGAAGUGCAGA. The protein sequence of the target gene is MEVAVPVKQEAEGLALDSPWHRFRRFHLGDAPGPREALGLLRALCRDWLRPEVHTKEQMLELLVLEQFLSALPADTQAWVCSRQPQSGEEAVALLEELWGPAASPDGSSATRVPQDVTQGPGATGGKEDSGMIPLAGTAPGAEGPAPGDSQAVRPYKQEPSSPPLAPGLPAFLAAPGTTSCPECGKTSLKPAHLLRHRQSHSGEKPHACPECGKAFRRKEHLRRHRDTHPGSPGSPGPALRPLPAREKPHACCECGKTFYWREHLVRHRKTHSGARPFACWECGKGFGRREHVLRHQRIH.... Result: 1 (interaction). (6) The miRNA is hsa-miR-7160-3p with sequence CAGGGCCCUGGCUUUAGCAGA. The protein sequence of the target gene is MRGAASASVREPTPLPGRGAPRTKPRAGRGPTVGTPATLALPARGRPRSRNGLASKGQRGAAPTGPGHRALPSRDTALPQERNKKLEAVGTGIEPKAMSQGLVTFGDVAVDFSQEEWEWLNPIQRNLYRKVMLENYRNLASLGLCVSKPDVISSLEQGKEPWTVKRKMTRAWCPDLKAVWKIKELPLKKDFCEGKLSQAVITERLTSYNLEYSLLGEHWDYDALFETQPGLVTIKNLAVDFRQQLHPAQKNFCKNGIWENNSDLGSAGHCVAKPDLVSLLEQEKEPWMVKRELTGSLFSG.... Result: 0 (no interaction). (7) The miRNA is mmu-miR-466o-3p with sequence UACAUACAUGCACACAUAAGAC. The protein sequence of the target gene is MSEILDLSFLSEMERDLILGVLQRDEELRKADEKRIRRLKNELLEIKRKGAKRGSQHYSDRTCARCQEGLGRLIPKSSTCVGCNHLVCRECRVLESNGSWRCKVCSKEIELKKATGDWFYDQKVNRFDYRTGSEIIRMSLRQKPAVNKRETAGQSLLQQTQMGDIWPGRRIIQEQQQREQSVLFEVPKTRSGKSALEAESESLDSYTADSDSTSRRDSLDKSGLFPEWKKMSAPKSQVEKEIPPGNQNAVCGDEGDMVFKKNTKKVLRPSEYTKSVIDLRPEDVAQESGILGDRSKSVPG.... Result: 1 (interaction).